The task is: Predict the reactants needed to synthesize the given product.. This data is from Full USPTO retrosynthesis dataset with 1.9M reactions from patents (1976-2016). (1) Given the product [Cl:37][C:38]1[CH:46]=[CH:45][C:44]([Cl:47])=[CH:43][C:39]=1[C:40](=[O:41])[C:29]1[CH:28]=[CH:27][C:24]([O:25][CH3:26])=[C:23]([O:31][CH3:32])[CH:30]=1, predict the reactants needed to synthesize it. The reactants are: COC1C=C(C=CC=1OC)C(C1C=CC(OC)=C(OC)C=1)=O.[C:23]1([O:31][CH3:32])[C:24](=[CH:27][CH:28]=[CH:29][CH:30]=1)[O:25][CH3:26].[Cl-].[Al+3].[Cl-].[Cl-].[Cl:37][C:38]1[CH:46]=[CH:45][C:44]([Cl:47])=[CH:43][C:39]=1[C:40](Cl)=[O:41]. (2) The reactants are: [NH2:1][C:2]1[CH:7]=[CH:6][C:5]([C:8](=[O:10])[CH3:9])=[CH:4][CH:3]=1.N1[CH:16]=[CH:15][CH:14]=[CH:13][CH:12]=1.C1([S:27](Cl)(=[O:29])=[O:28])C2C(=CC=CC=2)C=CC=1.C(O[CH2:35][CH3:36])(=O)C.[CH2:37]1[CH2:41]OC[CH2:38]1. Given the product [C:8]([C:5]1[CH:6]=[CH:7][C:2]([NH:1][S:27]([C:12]2[CH:36]=[CH:35][C:41]3[C:14](=[CH:15][CH:16]=[CH:38][CH:37]=3)[CH:13]=2)(=[O:29])=[O:28])=[CH:3][CH:4]=1)(=[O:10])[CH3:9], predict the reactants needed to synthesize it. (3) The reactants are: C([Li])CCC.Br[C:7]1[CH:8]=[N:9][CH:10]=[C:11]([Br:13])[CH:12]=1.[CH3:14][C:15]1[CH:16]=[N:17][N:18]([CH2:20][C:21]2[CH:28]=[CH:27][C:24]([CH:25]=[O:26])=[CH:23][CH:22]=2)[CH:19]=1. Given the product [Br:13][C:11]1[CH:12]=[C:7]([CH:25]([C:24]2[CH:23]=[CH:22][C:21]([CH2:20][N:18]3[CH:19]=[C:15]([CH3:14])[CH:16]=[N:17]3)=[CH:28][CH:27]=2)[OH:26])[CH:8]=[N:9][CH:10]=1, predict the reactants needed to synthesize it. (4) Given the product [CH2:1]([N:4]1[C:12]2[C:7](=[CH:8][C:9]([S:13]([NH2:16])(=[O:14])=[O:15])=[CH:10][CH:11]=2)[CH2:6][CH2:5]1)[CH3:2], predict the reactants needed to synthesize it. The reactants are: [C:1]([N:4]1[C:12]2[C:7](=[CH:8][C:9]([S:13]([NH2:16])(=[O:15])=[O:14])=[CH:10][CH:11]=2)[CH2:6][CH2:5]1)(=O)[CH3:2].B.C1COCC1. (5) Given the product [N:25]([C@@H:10]1[CH2:9][N:8]([C:17]([O:19][C:20]([CH3:23])([CH3:22])[CH3:21])=[O:18])[C@H:7]([CH2:6][CH2:5][C:4]([O:3][CH2:1][CH3:2])=[O:24])[CH2:11]1)=[N+:26]=[N-:27], predict the reactants needed to synthesize it. The reactants are: [CH2:1]([O:3][C:4](=[O:24])[CH2:5][CH2:6][C@@H:7]1[CH2:11][C@@H:10](OS(C)(=O)=O)[CH2:9][N:8]1[C:17]([O:19][C:20]([CH3:23])([CH3:22])[CH3:21])=[O:18])[CH3:2].[N-:25]=[N+:26]=[N-:27].[Na+]. (6) Given the product [Cl:50][C:51]1[CH:59]=[CH:58][CH:57]=[C:56]([F:60])[C:52]=1[C:53]([NH:45][C@H:44]([C:46]([OH:48])=[O:47])[CH2:43][C:40]1[CH:39]=[CH:38][C:37]([CH2:36][CH2:35][CH2:34][C:32]2[CH:31]=[CH:30][CH:29]=[C:28]([NH:27][CH3:26])[N:33]=2)=[CH:42][N:41]=1)=[O:54], predict the reactants needed to synthesize it. The reactants are: CN(C(ON1N=NC2C=CC=CC1=2)=[N+](C)C)C.[B-](F)(F)(F)F.Cl.Cl.Cl.[CH3:26][NH:27][C:28]1[N:33]=[C:32]([CH2:34][CH2:35][CH2:36][C:37]2[CH:38]=[CH:39][C:40]([CH2:43][C@@H:44]([C:46]([O:48]C)=[O:47])[NH2:45])=[N:41][CH:42]=2)[CH:31]=[CH:30][CH:29]=1.[Cl:50][C:51]1[CH:59]=[CH:58][CH:57]=[C:56]([F:60])[C:52]=1[C:53](O)=[O:54].CN1CCOCC1.